From a dataset of Reaction yield outcomes from USPTO patents with 853,638 reactions. Predict the reaction yield, written as a fraction of the theoretical maximum amount of product (1.0 means a 100% yield; for example, 0.34 means a 34% yield). (1) No catalyst specified. The product is [OH:26][C:19]1[C:3]([C:4]#[N:5])=[C:2]([C:6]2[CH:11]=[CH:10][C:9]([O:12][C:13]3[CH:18]=[CH:17][CH:16]=[CH:15][CH:14]=3)=[CH:8][CH:7]=2)[NH:1][C:21](=[O:22])[CH:20]=1. The reactants are [NH2:1][C:2]([C:6]1[CH:11]=[CH:10][C:9]([O:12][C:13]2[CH:18]=[CH:17][CH:16]=[CH:15][CH:14]=2)=[CH:8][CH:7]=1)=[CH:3][C:4]#[N:5].[C:19](OCC)(=[O:26])[CH2:20][C:21](OCC)=[O:22]. The yield is 0.740. (2) The reactants are [OH:1][C:2]1[CH:3]=[C:4]([CH2:8][C:9]([OH:11])=[O:10])[CH:5]=[CH:6][CH:7]=1.[C:12](OC(O[C:12]([CH3:15])([CH3:14])[CH3:13])N(C)C)([CH3:15])([CH3:14])[CH3:13].C(OCC)(=O)C. The catalyst is C1(C)C=CC=CC=1.CCCCCC. The product is [C:12]([O:10][C:9](=[O:11])[CH2:8][C:4]1[CH:5]=[CH:6][CH:7]=[C:2]([OH:1])[CH:3]=1)([CH3:15])([CH3:14])[CH3:13]. The yield is 0.560. (3) The reactants are [CH3:1][C:2]1[CH:6]=[C:5]([CH3:7])[NH:4][C:3]=1/[CH:8]=[C:9]1\[C:10](=[O:25])[N:11]([C:18](N2C=CN=C2)=[O:19])[C:12]2[C:17]\1=[CH:16][CH:15]=[CH:14][CH:13]=2.[C:26]([OH:36])(=[O:35])[CH:27]=[CH:28][C:29]1[CH:34]=[CH:33][CH:32]=[CH:31][CH:30]=1.C1C[O:40]CC1. The catalyst is C(N(CC)CC)C. The product is [C:26](/[CH:27]=[CH:28]/[C:29]1[CH:30]=[CH:31][C:32]([O:40][C:18]([N:11]2[C:12]3[C:17](=[CH:16][CH:15]=[CH:14][CH:13]=3)/[C:9](=[CH:8]/[C:3]3[NH:4][C:5]([CH3:7])=[CH:6][C:2]=3[CH3:1])/[C:10]2=[O:25])=[O:19])=[CH:33][CH:34]=1)([OH:36])=[O:35]. The yield is 0.160. (4) The reactants are [N:1]1([CH2:6][CH2:7][CH2:8][O:9][C:10]2[CH:15]=[CH:14][C:13]([C:16]3([CH2:22][N:23]4[CH2:28][CH2:27][NH:26][CH2:25][CH2:24]4)[CH2:21][CH2:20][CH2:19][CH2:18][CH2:17]3)=[CH:12][CH:11]=2)[CH2:5][CH2:4][CH2:3][CH2:2]1.[C:29](OC(=O)C)(=[O:31])[CH3:30]. No catalyst specified. The product is [C:29]([N:26]1[CH2:25][CH2:24][N:23]([CH2:22][C:16]2([C:13]3[CH:12]=[CH:11][C:10]([O:9][CH2:8][CH2:7][CH2:6][N:1]4[CH2:5][CH2:4][CH2:3][CH2:2]4)=[CH:15][CH:14]=3)[CH2:21][CH2:20][CH2:19][CH2:18][CH2:17]2)[CH2:28][CH2:27]1)(=[O:31])[CH3:30]. The yield is 0.730. (5) The reactants are C([N:4]1[CH:12]=[N:11][C:10]2[C:5]1=[N:6][C:7](N)=[N:8][C:9]=2[Cl:13])(=O)C.N(OCCC(C)C)=O.[Cl:23][Si](C)(C)C. The catalyst is [Cl-].C([N+](CC)(CC)CC)C. The product is [Cl:23][C:7]1[N:6]=[C:5]2[C:10]([NH:11][CH:12]=[N:4]2)=[C:9]([Cl:13])[N:8]=1. The yield is 0.783. (6) The reactants are [ClH:1].CC(CC(O)=O)=O.C(OC(=O)[NH:15][CH2:16][CH2:17][N:18]1[CH2:25][CH:24]2[O:26][CH:20]([CH2:21][N:22]([CH2:27][CH2:28][O:29][C:30]3[CH:35]=[CH:34][C:33]([C:36]#[N:37])=[CH:32][CH:31]=3)[CH2:23]2)[CH2:19]1)(C)(C)C. The catalyst is O1CCOCC1. The product is [ClH:1].[ClH:1].[ClH:1].[NH2:15][CH2:16][CH2:17][N:18]1[CH2:19][CH:20]2[O:26][CH:24]([CH2:23][N:22]([CH2:27][CH2:28][O:29][C:30]3[CH:31]=[CH:32][C:33]([C:36]#[N:37])=[CH:34][CH:35]=3)[CH2:21]2)[CH2:25]1. The yield is 0.970.